This data is from Full USPTO retrosynthesis dataset with 1.9M reactions from patents (1976-2016). The task is: Predict the reactants needed to synthesize the given product. (1) Given the product [CH3:49][O:50][C:51]1[N:56]=[C:55]([O:57][CH3:58])[C:54]([C:59]2[CH:60]=[C:61]([NH:65][C:22]([C:17]3[C:18](=[O:21])[O:19][C:20]4[C:15]([CH:16]=3)=[CH:14][CH:13]=[CH:12][C:11]=4[OH:10])=[O:24])[CH:62]=[CH:63][CH:64]=2)=[CH:53][N:52]=1, predict the reactants needed to synthesize it. The reactants are: CCN(C(C)C)C(C)C.[OH:10][C:11]1[CH:12]=[CH:13][CH:14]=[C:15]2[C:20]=1[O:19][C:18](=[O:21])[C:17]([C:22]([OH:24])=O)=[CH:16]2.CN(C(ON1N=NC2C=CC=NC1=2)=[N+](C)C)C.F[P-](F)(F)(F)(F)F.[CH3:49][O:50][C:51]1[N:56]=[C:55]([O:57][CH3:58])[C:54]([C:59]2[CH:60]=[C:61]([NH2:65])[CH:62]=[CH:63][CH:64]=2)=[CH:53][N:52]=1. (2) Given the product [Br:8][C:9]1[CH:10]=[N:11][C:12]([N:3]2[CH2:7][CH2:6][CH2:5][CH2:4]2)=[C:13]([CH:18]=1)[C:14]([OH:16])=[O:15], predict the reactants needed to synthesize it. The reactants are: [H-].[Na+].[NH:3]1[CH2:7][CH2:6][CH2:5][CH2:4]1.[Br:8][C:9]1[CH:10]=[N:11][C:12](Cl)=[C:13]([CH:18]=1)[C:14]([O:16]C)=[O:15].Cl. (3) Given the product [OH:25][CH:23]([CH2:22][O:26][C:27](=[O:31])[C:28]([CH3:30])=[CH2:29])[CH2:24][O:17][C:16]([C:13]1[CH:12]=[CH:11][C:10]2[S:9][C:8]3[C:3](=[CH:4][CH:5]=[CH:6][CH:7]=3)[C:2](=[O:1])[C:15]=2[CH:14]=1)=[O:18], predict the reactants needed to synthesize it. The reactants are: [O:1]=[C:2]1[C:15]2[CH:14]=[C:13]([C:16]([OH:18])=[O:17])[CH:12]=[CH:11][C:10]=2[S:9][C:8]2[C:3]1=[CH:4][CH:5]=[CH:6][CH:7]=2.C(#N)C.[CH2:22]([O:26][C:27](=[O:31])[C:28]([CH3:30])=[CH2:29])[CH:23]1[O:25][CH2:24]1.